Dataset: Full USPTO retrosynthesis dataset with 1.9M reactions from patents (1976-2016). Task: Predict the reactants needed to synthesize the given product. Given the product [Br:1][C:2]1[CH:12]=[CH:11][C:10]2[C:13]3[C:3]=1[CH2:4][CH:5]([OH:14])[C:6]=3[CH:7]=[CH:8][CH:9]=2, predict the reactants needed to synthesize it. The reactants are: [Br:1][C:2]1[CH:12]=[CH:11][C:10]2[C:13]3[C:3]=1[CH2:4][C:5](=[O:14])[C:6]=3[CH:7]=[CH:8][CH:9]=2.[BH4-].[Na+].[Cl-].[NH4+].